Predict the product of the given reaction. From a dataset of Forward reaction prediction with 1.9M reactions from USPTO patents (1976-2016). (1) Given the reactants [C:1]([C:5]1[CH:12]=[C:11]([C:13]([CH3:16])([CH3:15])[CH3:14])[CH:10]=[C:9]([OH:17])[C:6]=1[CH:7]=[O:8])([CH3:4])([CH3:3])[CH3:2].[H-].[Na+].[CH2:20](Br)[C:21]1[CH:26]=[CH:25][CH:24]=[CH:23][CH:22]=1, predict the reaction product. The product is: [CH2:20]([O:17][C:9]1[CH:10]=[C:11]([C:13]([CH3:16])([CH3:15])[CH3:14])[CH:12]=[C:5]([C:1]([CH3:4])([CH3:3])[CH3:2])[C:6]=1[CH:7]=[O:8])[C:21]1[CH:26]=[CH:25][CH:24]=[CH:23][CH:22]=1. (2) The product is: [CH2:37]([O:36][O:11][C:10](=[C:42]=[O:43])[C@H:8]1[O:9][C@@H:1]([O:12][C:13]2[C:17]([CH2:18][C:19]3[CH:24]=[CH:23][C:22]([O:25][CH:26]([CH3:27])[CH3:28])=[CH:21][CH:20]=3)=[C:16]([CH3:29])[N:15]([CH:30]([CH3:32])[CH3:31])[N:14]=2)[C@H:2]([OH:3])[C@@H:4]([OH:5])[C@@H:6]1[OH:7])[CH3:38]. Given the reactants [C@@H:1]1([O:12][C:13]2[C:17]([CH2:18][C:19]3[CH:24]=[CH:23][C:22]([O:25][CH:26]([CH3:28])[CH3:27])=[CH:21][CH:20]=3)=[C:16]([CH3:29])[N:15]([CH:30]([CH3:32])[CH3:31])[N:14]=2)[O:9][C@H:8]([CH2:10][OH:11])[C@@H:6]([OH:7])[C@H:4]([OH:5])[C@H:2]1[OH:3].ClC([O:36][CH2:37][CH3:38])=O.O.C(O)(=O)C[C:42](CC(O)=O)(C(O)=O)[OH:43].O, predict the reaction product. (3) Given the reactants COC(=O)[CH2:4][NH:5][CH2:6][C:7]([NH:10][C:11]([O:13]C(C)(C)C)=O)([CH3:9])[CH3:8].C(O)(C(F)(F)F)=O, predict the reaction product. The product is: [CH3:8][C:7]1([CH3:9])[NH:10][C:11](=[O:13])[CH2:4][NH:5][CH2:6]1. (4) The product is: [Cl:1][C:2]1[CH:23]=[C:22]([C:24]([F:27])([F:25])[F:26])[CH:21]=[CH:20][C:3]=1[CH2:4][N:5]1[C:9](/[CH:10]=[CH:11]/[C:12]([NH:36][S:33]([CH2:28][CH2:29][CH2:30][CH2:31][CH3:32])(=[O:35])=[O:34])=[O:13])=[CH:8][C:7]([O:15][CH2:16][CH:17]2[CH2:18][CH2:19]2)=[N:6]1. Given the reactants [Cl:1][C:2]1[CH:23]=[C:22]([C:24]([F:27])([F:26])[F:25])[CH:21]=[CH:20][C:3]=1[CH2:4][N:5]1[C:9](/[CH:10]=[CH:11]/[C:12](O)=[O:13])=[CH:8][C:7]([O:15][CH2:16][CH:17]2[CH2:19][CH2:18]2)=[N:6]1.[CH2:28]([S:33]([NH2:36])(=[O:35])=[O:34])[CH2:29][CH2:30][CH2:31][CH3:32].N12CCCN=C1CCCCC2.Cl, predict the reaction product. (5) The product is: [Br:20][C:6]1[N:2]([CH3:1])[C:3]([C:7]([O:9][CH3:10])=[O:8])=[CH:4][CH:5]=1. Given the reactants [CH3:1][N:2]1[CH:6]=[CH:5][CH:4]=[C:3]1[C:7]([O:9][CH3:10])=[O:8].N#N.C1C(=O)N([Br:20])C(=O)C1, predict the reaction product. (6) Given the reactants [C:1]([O:5][C:6](=[O:9])[CH:7]=[CH2:8])([CH3:4])([CH3:3])[CH3:2].Br[C:11]1[CH:16]=[CH:15][CH:14]=[C:13]([N+:17]([O-])=O)[C:12]=1[CH3:20].C(N(CC)CC)C.C1(C)C=CC=CC=1P(C1C=CC=CC=1C)C1C=CC=CC=1C.[Cl-].[NH4+], predict the reaction product. The product is: [NH2:17][C:13]1[C:12]([CH3:20])=[C:11]([CH2:8][CH2:7][C:6]([O:5][C:1]([CH3:4])([CH3:3])[CH3:2])=[O:9])[CH:16]=[CH:15][CH:14]=1. (7) Given the reactants [F:1][C:2]1[CH:22]=[C:21]([NH:23][C:24]([C:26]2([C:29](=[O:38])[NH:30][C:31]3[CH:36]=[CH:35][C:34]([F:37])=[CH:33][CH:32]=3)[CH2:28][CH2:27]2)=[O:25])[C:20]([F:39])=[CH:19][C:3]=1[O:4][C:5]1[CH:10]=[CH:9][N:8]=[C:7]([NH:11]C(=O)OC(C)(C)C)[CH:6]=1.C(O)(C(F)(F)F)=O.C([O-])(O)=O.[Na+], predict the reaction product. The product is: [NH2:11][C:7]1[CH:6]=[C:5]([O:4][C:3]2[C:2]([F:1])=[CH:22][C:21]([NH:23][C:24]([C:26]3([C:29]([NH:30][C:31]4[CH:32]=[CH:33][C:34]([F:37])=[CH:35][CH:36]=4)=[O:38])[CH2:28][CH2:27]3)=[O:25])=[C:20]([F:39])[CH:19]=2)[CH:10]=[CH:9][N:8]=1.